From a dataset of Catalyst prediction with 721,799 reactions and 888 catalyst types from USPTO. Predict which catalyst facilitates the given reaction. (1) Reactant: [CH3:1][O:2][C:3]([C:5]1[S:14][C:8]2=[N+:9]([O-:13])[CH:10]=[CH:11][CH:12]=[C:7]2[CH:6]=1)=[O:4].[N+:15]([O-])([OH:17])=[O:16]. Product: [CH3:1][O:2][C:3]([C:5]1[S:14][C:8]2=[N+:9]([O-:13])[CH:10]=[C:11]([N+:15]([O-:17])=[O:16])[CH:12]=[C:7]2[CH:6]=1)=[O:4]. The catalyst class is: 52. (2) Reactant: [CH3:1][O:2][C:3]1[CH:8]=[CH:7][CH:6]=[CH:5][C:4]=1[C:9]1[CH:14]=[CH:13][CH:12]=[CH:11][C:10]=1[NH:15][CH3:16].C(N(C(C)C)C(C)C)C.[F:26][C:27]([F:45])([F:44])[C:28]1[CH:29]=[C:30]([C:38]([CH3:43])([CH3:42])[C:39](Cl)=[O:40])[CH:31]=[C:32]([C:34]([F:37])([F:36])[F:35])[CH:33]=1.C(OCC)(=O)C. Product: [F:26][C:27]([F:45])([F:44])[C:28]1[CH:29]=[C:30]([C:38]([CH3:43])([CH3:42])[C:39]([N:15]([C:10]2[CH:11]=[CH:12][CH:13]=[CH:14][C:9]=2[C:4]2[CH:5]=[CH:6][CH:7]=[CH:8][C:3]=2[O:2][CH3:1])[CH3:16])=[O:40])[CH:31]=[C:32]([C:34]([F:37])([F:36])[F:35])[CH:33]=1. The catalyst class is: 2.